Task: Predict the reactants needed to synthesize the given product.. Dataset: Full USPTO retrosynthesis dataset with 1.9M reactions from patents (1976-2016) (1) Given the product [C:25]([N:15]1[C:16]([CH3:17])=[C:12]([CH2:11][C:8]2[CH:7]=[CH:6][C:5]([O:4][CH:1]([CH3:3])[CH3:2])=[CH:10][CH:9]=2)[C:13](=[O:18])[NH:14]1)(=[O:27])[CH3:26], predict the reactants needed to synthesize it. The reactants are: [CH:1]([O:4][C:5]1[CH:10]=[CH:9][C:8]([CH2:11][C:12]2[C:13](=[O:18])[NH:14][NH:15][C:16]=2[CH3:17])=[CH:7][CH:6]=1)([CH3:3])[CH3:2].C(=O)([O-])[O-].[K+].[K+].[C:25](OC(=O)C)(=[O:27])[CH3:26].C(O)(=O)C. (2) Given the product [CH3:14][C:15]1[C:16]([C:2]2[CH:3]=[C:4]([N+:10]([O-:12])=[O:11])[C:5]([C:8]#[N:9])=[N:6][CH:7]=2)=[N:17][CH:18]=[CH:19][CH:20]=1, predict the reactants needed to synthesize it. The reactants are: Br[C:2]1[CH:3]=[C:4]([N+:10]([O-:12])=[O:11])[C:5]([C:8]#[N:9])=[N:6][CH:7]=1.[Br-].[CH3:14][C:15]1[C:16]([Zn+])=[N:17][CH:18]=[CH:19][CH:20]=1. (3) Given the product [F:1][C:2]1[CH:11]=[C:10]2[C:5]([C:6]([C:28]([NH2:33])=[O:30])=[N:7][C:8]([C:12]3[CH:17]=[CH:16][CH:15]=[C:14]([C:18]#[C:19][C@:20]4([OH:27])[CH2:24][CH2:23][N:22]([CH3:25])[C:21]4=[O:26])[CH:13]=3)=[N:9]2)=[CH:4][CH:3]=1, predict the reactants needed to synthesize it. The reactants are: [F:1][C:2]1[CH:11]=[C:10]2[C:5]([C:6]([C:28]([O:30]CC)=O)=[N:7][C:8]([C:12]3[CH:17]=[CH:16][CH:15]=[C:14]([C:18]#[C:19][C@:20]4([OH:27])[CH2:24][CH2:23][N:22]([CH3:25])[C:21]4=[O:26])[CH:13]=3)=[N:9]2)=[CH:4][CH:3]=1.[NH3:33]. (4) Given the product [F:37][CH:2]([F:1])[O:3][C:4]1[CH:5]=[CH:6][C:7]([C:10]2[CH:11]=[N:12][C:13]([NH:16][C:17]3[CH:18]=[C:19]([CH:34]=[CH:35][CH:36]=3)[O:20][CH2:21][CH2:22][N:23]3[CH2:24][CH2:25][CH:26]([C:29]([OH:31])=[O:30])[CH2:27][CH2:28]3)=[N:14][CH:15]=2)=[CH:8][CH:9]=1, predict the reactants needed to synthesize it. The reactants are: [F:1][CH:2]([F:37])[O:3][C:4]1[CH:9]=[CH:8][C:7]([C:10]2[CH:11]=[N:12][C:13]([NH:16][C:17]3[CH:18]=[C:19]([CH:34]=[CH:35][CH:36]=3)[O:20][CH2:21][CH2:22][N:23]3[CH2:28][CH2:27][CH:26]([C:29]([O:31]CC)=[O:30])[CH2:25][CH2:24]3)=[N:14][CH:15]=2)=[CH:6][CH:5]=1.C1COCC1.[OH-].[Li+].Cl. (5) Given the product [ClH:37].[Br:12][C:5]1[C:6]([C:8]([F:10])([F:11])[F:9])=[CH:7][C:2]2[NH:1][C:38](=[O:40])[N:13]([CH:14]3[CH2:15][CH2:16][N:17]([C@H:20]4[CH2:25][CH2:24][C@H:23]([O:26][CH3:27])[CH2:22][CH2:21]4)[CH2:18][CH2:19]3)[C:3]=2[CH:4]=1, predict the reactants needed to synthesize it. The reactants are: [NH2:1][C:2]1[CH:7]=[C:6]([C:8]([F:11])([F:10])[F:9])[C:5]([Br:12])=[CH:4][C:3]=1[NH:13][CH:14]1[CH2:19][CH2:18][N:17]([C@H:20]2[CH2:25][CH2:24][C@H:23]([O:26][CH3:27])[CH2:22][CH2:21]2)[CH2:16][CH2:15]1.C(N(C(C)C)CC)(C)C.[Cl:37][C:38](Cl)([O:40]C(=O)OC(Cl)(Cl)Cl)Cl.C([O-])(O)=O.[Na+]. (6) The reactants are: [CH3:1][CH:2]1[CH2:7][CH:6]=[CH:5][CH2:4][CH:3]1[CH:8]=[O:9].C=CC=C.[CH:14](=[O:18])/C=C/C.C=O.[OH-].[K+]. Given the product [CH3:1][CH:2]1[C:3]([CH2:14][OH:18])([CH2:8][OH:9])[CH2:4][CH:5]=[CH:6][CH2:7]1, predict the reactants needed to synthesize it.